Dataset: Peptide-MHC class I binding affinity with 185,985 pairs from IEDB/IMGT. Task: Regression. Given a peptide amino acid sequence and an MHC pseudo amino acid sequence, predict their binding affinity value. This is MHC class I binding data. (1) The peptide sequence is IRTDSGNIL. The MHC is HLA-A03:01 with pseudo-sequence HLA-A03:01. The binding affinity (normalized) is 0.0847. (2) The peptide sequence is NPQGERRAF. The MHC is HLA-A03:01 with pseudo-sequence HLA-A03:01. The binding affinity (normalized) is 0.213. (3) The peptide sequence is IFRRDQIWF. The MHC is HLA-B58:01 with pseudo-sequence HLA-B58:01. The binding affinity (normalized) is 0.180. (4) The peptide sequence is ALGYTTEEI. The MHC is HLA-A01:01 with pseudo-sequence HLA-A01:01. The binding affinity (normalized) is 0.0847.